From a dataset of Catalyst prediction with 721,799 reactions and 888 catalyst types from USPTO. Predict which catalyst facilitates the given reaction. (1) Reactant: [N+:1]([C:4]1[CH:11]=[CH:10][CH:9]=[CH:8][C:5]=1[CH2:6][OH:7])([O-:3])=[O:2].[C:12]1([CH3:22])[CH:17]=[CH:16][C:15]([S:18](Cl)(=[O:20])=[O:19])=[CH:14][CH:13]=1. Product: [S:18]([C:15]1[CH:16]=[CH:17][C:12]([CH3:22])=[CH:13][CH:14]=1)([O:7][CH2:6][C:5]1[CH:8]=[CH:9][CH:10]=[CH:11][C:4]=1[N+:1]([O-:3])=[O:2])(=[O:20])=[O:19]. The catalyst class is: 347. (2) Reactant: C(OC([N:8]1[CH2:13][C:12]([CH3:15])([CH3:14])[N:11]([CH2:16][C:17]2[CH:22]=[C:21]([C:23]3[CH:28]=[CH:27][C:26]([OH:29])=[CH:25][CH:24]=3)[N:20]=[C:19]3[N:30](C4CCCCO4)[N:31]=[C:32]([CH3:33])[C:18]=23)[CH2:10][C:9]1([CH2:41][CH3:42])[CH3:40])=O)(C)(C)C.Cl. Product: [CH2:41]([C:9]1([CH3:40])[CH2:10][N:11]([CH2:16][C:17]2[CH:22]=[C:21]([C:23]3[CH:24]=[CH:25][C:26]([OH:29])=[CH:27][CH:28]=3)[N:20]=[C:19]3[NH:30][N:31]=[C:32]([CH3:33])[C:18]=23)[C:12]([CH3:15])([CH3:14])[CH2:13][NH:8]1)[CH3:42]. The catalyst class is: 1. (3) The catalyst class is: 2. Reactant: [NH:1]1[CH2:6][CH2:5][CH:4]([OH:7])[CH2:3][CH2:2]1.C(N(CC)CC)C.[C:15](O[C:15]([O:17][C:18]([CH3:21])([CH3:20])[CH3:19])=[O:16])([O:17][C:18]([CH3:21])([CH3:20])[CH3:19])=[O:16]. Product: [OH:7][CH:4]1[CH2:5][CH2:6][N:1]([C:15]([O:17][C:18]([CH3:21])([CH3:20])[CH3:19])=[O:16])[CH2:2][CH2:3]1.